Dataset: Forward reaction prediction with 1.9M reactions from USPTO patents (1976-2016). Task: Predict the product of the given reaction. (1) Given the reactants [CH2:1]([O:3][C:4]1[CH:5]=[C:6]([CH:12]([N:17]2[C:21](=[O:22])[C:20]3=[C:23]([N:27]([CH3:29])[CH3:28])[CH:24]=[CH:25][CH:26]=[C:19]3[C:18]2=[O:30])[CH2:13][C:14]([OH:16])=O)[CH:7]=[CH:8][C:9]=1[O:10][CH3:11])[CH3:2].C(N1C=CN=C1)(N1C=CN=C1)=O.Cl.[NH2:44][OH:45], predict the reaction product. The product is: [CH2:1]([O:3][C:4]1[CH:5]=[C:6]([CH:12]([N:17]2[C:21](=[O:22])[C:20]3=[C:23]([N:27]([CH3:29])[CH3:28])[CH:24]=[CH:25][CH:26]=[C:19]3[C:18]2=[O:30])[CH2:13][C:14]([NH:44][OH:45])=[O:16])[CH:7]=[CH:8][C:9]=1[O:10][CH3:11])[CH3:2]. (2) Given the reactants Cl.[Br:2][C:3]1[CH:7]=[C:6]([C:8]2([O:12][CH3:13])[CH2:11][NH:10][CH2:9]2)[N:5]([CH3:14])[N:4]=1.C(N(CC)CC)C.[CH3:22][S:23](Cl)(=[O:25])=[O:24].C(=O)([O-])O.[Na+], predict the reaction product. The product is: [Br:2][C:3]1[CH:7]=[C:6]([C:8]2([O:12][CH3:13])[CH2:11][N:10]([S:23]([CH3:22])(=[O:25])=[O:24])[CH2:9]2)[N:5]([CH3:14])[N:4]=1. (3) Given the reactants Br[CH2:2][CH2:3][O:4][C:5]1[CH:10]=[CH:9][C:8]([C:11]2[S:12][CH:13]=[C:14]([CH2:16][CH3:17])[N:15]=2)=[CH:7][C:6]=1[CH2:18][CH2:19][CH3:20].[CH2:21]([O:23][C:24](=[O:36])[CH2:25][C@H:26]1[C:34]2[C:29](=[CH:30][C:31]([OH:35])=[CH:32][CH:33]=2)[CH2:28][CH2:27]1)[CH3:22].O.C([O-])([O-])=O.[Cs+].[Cs+], predict the reaction product. The product is: [CH2:21]([O:23][C:24](=[O:36])[CH2:25][C@H:26]1[C:34]2[C:29](=[CH:30][C:31]([O:35][CH2:2][CH2:3][O:4][C:5]3[CH:10]=[CH:9][C:8]([C:11]4[S:12][CH:13]=[C:14]([CH2:16][CH3:17])[N:15]=4)=[CH:7][C:6]=3[CH2:18][CH2:19][CH3:20])=[CH:32][CH:33]=2)[CH2:28][CH2:27]1)[CH3:22]. (4) Given the reactants [Cl:1][C:2]1[CH:3]=[CH:4][C:5]([N+:9]([O-:11])=[O:10])=[C:6]([CH:8]=1)[NH2:7].C(=O)([O-])[O-].[Cs+].[Cs+].Cl[C:19]1[CH:26]=[CH:25][C:22]([C:23]#[N:24])=[CH:21][N:20]=1, predict the reaction product. The product is: [Cl:1][C:2]1[CH:3]=[CH:4][C:5]([N+:9]([O-:11])=[O:10])=[C:6]([NH:7][C:19]2[CH:26]=[CH:25][C:22]([C:23]#[N:24])=[CH:21][N:20]=2)[CH:8]=1. (5) Given the reactants [CH3:1][C:2]1[C:7]([CH2:8][S@:9]([C:11]2[NH:19][C:18]3[C:13](=[CH:14][CH:15]=[CH:16][CH:17]=3)[N:12]=2)=[O:10])=[N:6][CH:5]=[CH:4][C:3]=1[O:20][CH2:21][C:22]([F:25])([F:24])[F:23].[CH3:1][C:2]1[C:7]([CH2:8][S@:9]([C:11]2[NH:12][C:13]3[C:18](=[CH:17][CH:16]=[CH:15][CH:14]=3)[N:19]=2)=[O:10])=[N:6][CH:5]=[CH:4][C:3]=1[O:20][CH2:21][C:22]([F:25])([F:23])[F:24].O.O.O.C(O)(C)C, predict the reaction product. The product is: [CH3:1][C:2]1[C:3]([O:20][CH2:21][C:22]([F:25])([F:23])[F:24])=[CH:4][CH:5]=[N:6][C:7]=1[CH2:8][S+:9]([O-:10])[C:11]1[NH:19][C:18]2[CH:17]=[CH:16][CH:15]=[CH:14][C:13]=2[N:12]=1. (6) Given the reactants [CH3:1][O:2][C:3](=[O:20])[C:4]1[CH:13]=[C:12]([O:14][CH2:15][CH2:16][CH2:17][CH:18]=[CH2:19])[CH:11]=[C:6]([C:7]([O:9]C)=[O:8])[CH:5]=1.[OH-].[Na+].Cl, predict the reaction product. The product is: [CH3:1][O:2][C:3](=[O:20])[C:4]1[CH:13]=[C:12]([O:14][CH2:15][CH2:16][CH2:17][CH:18]=[CH2:19])[CH:11]=[C:6]([C:7]([OH:9])=[O:8])[CH:5]=1.